From a dataset of Reaction yield outcomes from USPTO patents with 853,638 reactions. Predict the reaction yield, written as a fraction of the theoretical maximum amount of product (1.0 means a 100% yield; for example, 0.34 means a 34% yield). (1) The reactants are [CH3:1][C:2]1[S:6][C:5]([C:7]2[CH:12]=[CH:11][CH:10]=[CH:9][CH:8]=2)=[N:4][C:3]=1[CH2:13][O:14][C:15]1[CH:19]=[C:18]([CH2:20][O:21][C:22]2[N:29]=[CH:28][CH:27]=[CH:26][C:23]=2[C:24]#N)[O:17][N:16]=1.C1(C)C=CC=CC=1.[H-].C([Al+]CC(C)C)C(C)C.[Cl-].[NH4+].C(OCC)(=[O:51])C. The catalyst is CCCCCC. The product is [CH3:1][C:2]1[S:6][C:5]([C:7]2[CH:8]=[CH:9][CH:10]=[CH:11][CH:12]=2)=[N:4][C:3]=1[CH2:13][O:14][C:15]1[CH:19]=[C:18]([CH2:20][O:21][C:22]2[N:29]=[CH:28][CH:27]=[CH:26][C:23]=2[CH:24]=[O:51])[O:17][N:16]=1. The yield is 0.420. (2) The reactants are [NH2:1][CH2:2][C:3]1[CH:4]=[C:5]2[C:10](=[CH:11][C:12]=1[C:13]([F:16])([F:15])[F:14])[NH:9][C:8](=[O:17])[N:7]([NH:18][S:19]([CH3:22])(=[O:21])=[O:20])[C:6]2=[O:23].[CH:24](OCC)=[O:25]. The catalyst is C1COCC1. The product is [CH:24]([NH:1][CH2:2][C:3]1[CH:4]=[C:5]2[C:10](=[CH:11][C:12]=1[C:13]([F:15])([F:16])[F:14])[NH:9][C:8](=[O:17])[N:7]([NH:18][S:19]([CH3:22])(=[O:20])=[O:21])[C:6]2=[O:23])=[O:25]. The yield is 0.730. (3) The reactants are [Cl:1][C:2]1[C:3]([NH2:13])=[C:4]([NH:8][CH:9]2[CH2:12][CH2:11][CH2:10]2)[N:5]=[N:6][CH:7]=1.[CH:14](OCC)(OCC)OCC. No catalyst specified. The product is [Cl:1][C:2]1[C:3]2[N:13]=[CH:14][N:8]([CH:9]3[CH2:12][CH2:11][CH2:10]3)[C:4]=2[N:5]=[N:6][CH:7]=1. The yield is 0.540. (4) The reactants are [Li]CCCC.[Br:6][C:7]1[CH:12]=[CH:11][C:10](I)=[C:9]([F:14])[CH:8]=1.[CH2:15]([CH:18]1[CH2:23][CH2:22][C:21](=[O:24])[CH2:20][CH2:19]1)[CH2:16][CH3:17]. The catalyst is C1COCC1. The product is [Br:6][C:7]1[CH:12]=[CH:11][C:10]([C:21]2([OH:24])[CH2:22][CH2:23][CH:18]([CH2:15][CH2:16][CH3:17])[CH2:19][CH2:20]2)=[C:9]([F:14])[CH:8]=1. The yield is 0.802. (5) The reactants are [OH-].[Na+].[F:3][C:4]([F:33])([F:32])[C:5]1[CH:6]=[C:7]([CH:29]=[CH:30][CH:31]=1)[CH2:8][C:9]1[S:10][C:11]2[C:17]([C:18]3[CH:19]=[C:20]([CH:26]=[CH:27][CH:28]=3)[C:21](OCC)=[O:22])=[CH:16][CH:15]=[CH:14][C:12]=2[CH:13]=1.Cl.Cl.[NH2:36][CH2:37][C:38]([NH2:40])=[O:39].C(N(CC)CC)C.C1C=CC2N(O)N=NC=2C=1. The catalyst is O.CN(C=O)C.C1COCC1.C(O)C. The product is [NH2:40][C:38](=[O:39])[CH2:37][NH:36][C:21](=[O:22])[C:20]1[CH:26]=[CH:27][CH:28]=[C:18]([C:17]2[C:11]3[S:10][C:9]([CH2:8][C:7]4[CH:29]=[CH:30][CH:31]=[C:5]([C:4]([F:3])([F:33])[F:32])[CH:6]=4)=[CH:13][C:12]=3[CH:14]=[CH:15][CH:16]=2)[CH:19]=1. The yield is 0.940. (6) The reactants are [Si]([C:8]1[O:9][C:10]2[C:30]([O:31][C:32](=[O:34])[CH3:33])=[C:29]([O:35][CH3:36])[CH:28]=[CH:27][C:11]=2[C:12]=1[C:13](=[O:26])[C:14]1[CH:19]=[C:18]([O:20][CH3:21])[C:17]([O:22][CH3:23])=[C:16]([O:24][CH3:25])[CH:15]=1)(C(C)(C)C)(C)C.[Br:37]Br. The catalyst is ClCCCl. The product is [Br:37][C:8]1[O:9][C:10]2[C:30]([O:31][C:32](=[O:34])[CH3:33])=[C:29]([O:35][CH3:36])[CH:28]=[CH:27][C:11]=2[C:12]=1[C:13](=[O:26])[C:14]1[CH:19]=[C:18]([O:20][CH3:21])[C:17]([O:22][CH3:23])=[C:16]([O:24][CH3:25])[CH:15]=1. The yield is 0.810.